This data is from NCI-60 drug combinations with 297,098 pairs across 59 cell lines. The task is: Regression. Given two drug SMILES strings and cell line genomic features, predict the synergy score measuring deviation from expected non-interaction effect. (1) Drug 1: CS(=O)(=O)OCCCCOS(=O)(=O)C. Drug 2: C1=NNC2=C1C(=O)NC=N2. Cell line: SF-268. Synergy scores: CSS=0.443, Synergy_ZIP=-1.26, Synergy_Bliss=-0.165, Synergy_Loewe=-2.87, Synergy_HSA=-1.74. (2) Drug 1: CNC(=O)C1=CC=CC=C1SC2=CC3=C(C=C2)C(=NN3)C=CC4=CC=CC=N4. Drug 2: CCC1=CC2CC(C3=C(CN(C2)C1)C4=CC=CC=C4N3)(C5=C(C=C6C(=C5)C78CCN9C7C(C=CC9)(C(C(C8N6C)(C(=O)OC)O)OC(=O)C)CC)OC)C(=O)OC.C(C(C(=O)O)O)(C(=O)O)O. Cell line: HCT116. Synergy scores: CSS=62.6, Synergy_ZIP=10.6, Synergy_Bliss=9.21, Synergy_Loewe=2.67, Synergy_HSA=10.8. (3) Drug 1: CNC(=O)C1=CC=CC=C1SC2=CC3=C(C=C2)C(=NN3)C=CC4=CC=CC=N4. Drug 2: CC(C)(C#N)C1=CC(=CC(=C1)CN2C=NC=N2)C(C)(C)C#N. Cell line: SK-MEL-2. Synergy scores: CSS=-3.49, Synergy_ZIP=-0.154, Synergy_Bliss=-2.77, Synergy_Loewe=-3.95, Synergy_HSA=-3.95. (4) Drug 1: CC1=C(C=C(C=C1)C(=O)NC2=CC(=CC(=C2)C(F)(F)F)N3C=C(N=C3)C)NC4=NC=CC(=N4)C5=CN=CC=C5. Drug 2: CC1C(C(CC(O1)OC2CC(CC3=C2C(=C4C(=C3O)C(=O)C5=C(C4=O)C(=CC=C5)OC)O)(C(=O)CO)O)N)O.Cl. Cell line: IGROV1. Synergy scores: CSS=29.4, Synergy_ZIP=-1.38, Synergy_Bliss=0.960, Synergy_Loewe=-15.7, Synergy_HSA=-0.149. (5) Drug 1: C1=CC=C(C=C1)NC(=O)CCCCCCC(=O)NO. Drug 2: C1CN(CCN1C(=O)CCBr)C(=O)CCBr. Cell line: COLO 205. Synergy scores: CSS=22.1, Synergy_ZIP=-7.99, Synergy_Bliss=-0.983, Synergy_Loewe=-38.5, Synergy_HSA=0.588.